From a dataset of Catalyst prediction with 721,799 reactions and 888 catalyst types from USPTO. Predict which catalyst facilitates the given reaction. (1) Reactant: [CH3:1][C:2]([C:5]1[C:10]([C:11]2[CH:16]=[C:15]([O:17][CH3:18])[CH:14]=[CH:13][C:12]=2[F:19])=[CH:9][C:8]([CH2:20][O:21][C:22]2[CH:27]=[CH:26][C:25]([C@H:28](/[CH:35]=[CH:36]/[CH2:37][CH3:38])[CH2:29][C:30]([O:32]CC)=[O:31])=[CH:24][CH:23]=2)=[CH:7][CH:6]=1)([CH3:4])[CH3:3].[Li+].[OH-]. Product: [CH3:4][C:2]([C:5]1[C:10]([C:11]2[CH:16]=[C:15]([O:17][CH3:18])[CH:14]=[CH:13][C:12]=2[F:19])=[CH:9][C:8]([CH2:20][O:21][C:22]2[CH:23]=[CH:24][C:25]([C@H:28](/[CH:35]=[CH:36]/[CH2:37][CH3:38])[CH2:29][C:30]([OH:32])=[O:31])=[CH:26][CH:27]=2)=[CH:7][CH:6]=1)([CH3:1])[CH3:3]. The catalyst class is: 36. (2) Reactant: [CH3:1][O:2][C:3]1[CH:8]=[CH:7][C:6]([CH2:9][O:10][CH:11]2[CH2:15][CH:14]([N:16]([CH2:20][CH:21]=[CH2:22])[CH2:17][CH:18]=[CH2:19])[CH:13]([NH2:23])[CH2:12]2)=[CH:5][CH:4]=1.C(=O)([O-])[O-].[Na+].[Na+].[C:30](O[C:30]([O:32][C:33]([CH3:36])([CH3:35])[CH3:34])=[O:31])([O:32][C:33]([CH3:36])([CH3:35])[CH3:34])=[O:31]. Product: [CH2:17]([N:16]([CH2:20][CH:21]=[CH2:22])[CH:14]1[CH2:15][CH:11]([O:10][CH2:9][C:6]2[CH:7]=[CH:8][C:3]([O:2][CH3:1])=[CH:4][CH:5]=2)[CH2:12][CH:13]1[NH:23][C:30](=[O:31])[O:32][C:33]([CH3:36])([CH3:35])[CH3:34])[CH:18]=[CH2:19]. The catalyst class is: 1. (3) The catalyst class is: 6. Reactant: [Cl:1][C:2]1[CH:3]=[N:4][CH:5]=[C:6]([Cl:22])[C:7]=1[S:8][C:9]1[S:13][C:12]([C:14]([O:16]CC)=[O:15])=[CH:11][C:10]=1[N+:19]([O-:21])=[O:20].S(=O)(=O)(O)O. Product: [Cl:22][C:6]1[CH:5]=[N:4][CH:3]=[C:2]([Cl:1])[C:7]=1[S:8][C:9]1[S:13][C:12]([C:14]([OH:16])=[O:15])=[CH:11][C:10]=1[N+:19]([O-:21])=[O:20]. (4) Reactant: C([N:8]1[CH2:13][CH2:12][N:11]([C:14]2[CH:19]=[CH:18][N:17]=[C:16]3[NH:20][CH:21]=[C:22]([NH:23][C:24](=[O:31])[C:25]4[CH:30]=[CH:29][CH:28]=[N:27][CH:26]=4)[C:15]=23)[CH2:10][CH2:9]1)C1C=CC=CC=1. Product: [N:11]1([C:14]2[CH:19]=[CH:18][N:17]=[C:16]3[NH:20][CH:21]=[C:22]([NH:23][C:24](=[O:31])[C:25]4[CH:30]=[CH:29][CH:28]=[N:27][CH:26]=4)[C:15]=23)[CH2:10][CH2:9][NH:8][CH2:13][CH2:12]1. The catalyst class is: 750. (5) Reactant: CO[C:3](=[O:28])[C:4]1[CH:9]=[CH:8][C:7]([CH3:10])=[C:6]([N:11]2[C:16](=[O:17])[C:15]([Cl:18])=[C:14]([O:19][CH2:20][C:21]3[N:22]=[C:23]([CH3:26])[S:24][CH:25]=3)[N:13]=[C:12]2[CH3:27])[CH:5]=1.[OH-].[Na+].[C:31](N1C=CN=C1)(N1C=CN=C1)=O.Cl.[CH3:44][N:45](C)[OH:46].C(N(CC)CC)C. Product: [Cl:18][C:15]1[C:16](=[O:17])[N:11]([C:6]2[CH:5]=[C:4]([CH:9]=[CH:8][C:7]=2[CH3:10])[C:3]([N:45]([O:46][CH3:31])[CH3:44])=[O:28])[C:12]([CH3:27])=[N:13][C:14]=1[O:19][CH2:20][C:21]1[N:22]=[C:23]([CH3:26])[S:24][CH:25]=1. The catalyst class is: 7. (6) Reactant: [H-].[Na+].[Cl:3][C:4]1[CH:21]=[CH:20][C:7]([CH2:8][N:9]2[CH2:14][CH2:13][C:12](=[O:15])[CH:11]([C:16]([O:18][CH3:19])=[O:17])[CH2:10]2)=[CH:6][CH:5]=1.[CH2:22](Br)[C:23]1[CH:28]=[CH:27][CH:26]=[CH:25][CH:24]=1. Product: [CH2:22]([C:11]1([C:16]([O:18][CH3:19])=[O:17])[C:12](=[O:15])[CH2:13][CH2:14][N:9]([CH2:8][C:7]2[CH:6]=[CH:5][C:4]([Cl:3])=[CH:21][CH:20]=2)[CH2:10]1)[C:23]1[CH:28]=[CH:27][CH:26]=[CH:25][CH:24]=1. The catalyst class is: 39.